Dataset: CYP2C9 inhibition data for predicting drug metabolism from PubChem BioAssay. Task: Regression/Classification. Given a drug SMILES string, predict its absorption, distribution, metabolism, or excretion properties. Task type varies by dataset: regression for continuous measurements (e.g., permeability, clearance, half-life) or binary classification for categorical outcomes (e.g., BBB penetration, CYP inhibition). Dataset: cyp2c9_veith. (1) The result is 0 (non-inhibitor). The compound is CCOC(=O)N/N=C1/C[C@@H](O)[C@@H](O)[C@H]2[C@@H]1CC[C@@H]1C(=O)N([C@@H](C)c3ccccc3)C(=O)[C@H]12. (2) The compound is O=C(NCCO[N+](=O)[O-])c1cccnc1. The result is 1 (inhibitor).